Dataset: Reaction yield outcomes from USPTO patents with 853,638 reactions. Task: Predict the reaction yield, written as a fraction of the theoretical maximum amount of product (1.0 means a 100% yield; for example, 0.34 means a 34% yield). (1) The catalyst is O1CCOCC1. The product is [C:1]([C:3]1[CH:4]=[CH:5][C:6]([CH2:7][O:8][C@@H:9]2[CH2:12][C@H:11]([C:13]([OH:15])=[O:14])[CH2:10]2)=[CH:18][CH:19]=1)#[N:2]. The yield is 0.600. The reactants are [C:1]([C:3]1[CH:19]=[CH:18][C:6]([CH2:7][O:8][C@@H:9]2[CH2:12][C@H:11]([C:13]([O:15]CC)=[O:14])[CH2:10]2)=[CH:5][CH:4]=1)#[N:2].[OH-].[Na+]. (2) The reactants are CS(C)=O.C(Cl)(=O)C(Cl)=O.[OH:11][CH2:12][C:13]12[N:19]([C:20]([O:22][C:23]([CH3:26])([CH3:25])[CH3:24])=[O:21])[CH:16]([CH2:17][CH2:18]1)[CH2:15][CH2:14]2.C(N(CC)CC)C. The catalyst is ClCCl. The product is [CH:12]([C:13]12[N:19]([C:20]([O:22][C:23]([CH3:26])([CH3:25])[CH3:24])=[O:21])[CH:16]([CH2:17][CH2:18]1)[CH2:15][CH2:14]2)=[O:11]. The yield is 0.900. (3) The reactants are [H-].[Na+].[CH3:3][O:4][C:5](=[O:22])[C:6]1[CH:11]=[C:10]([NH:12][S:13]([CH3:16])(=[O:15])=[O:14])[N:9]=[C:8]([NH:17][C@H:18]([CH2:20][CH3:21])[CH3:19])[CH:7]=1.I[CH3:24]. The catalyst is CN(C=O)C. The product is [CH3:3][O:4][C:5](=[O:22])[C:6]1[CH:11]=[C:10]([N:12]([S:13]([CH3:16])(=[O:15])=[O:14])[CH3:24])[N:9]=[C:8]([NH:17][C@H:18]([CH2:20][CH3:21])[CH3:19])[CH:7]=1. The yield is 0.860. (4) The reactants are C(N)C1C=CC=CC=1.[CH3:9][C:10]1[CH:14]=[CH:13][NH:12][N:11]=1.[CH3:15][C:16]1[N:17]=[C:18]([N:21]2[CH2:25][CH2:24][N:23]([CH2:26][C:27]3[CH:35]=[CH:34][C:30]([C:31](O)=[O:32])=[CH:29][CH:28]=3)[C:22]2=[O:36])[S:19][CH:20]=1. No catalyst specified. The product is [CH3:9][C:10]1[N:11]([C:31]([C:30]2[CH:29]=[CH:28][C:27]([CH2:26][N:23]3[CH2:24][CH2:25][N:21]([C:18]4[S:19][CH:20]=[C:16]([CH3:15])[N:17]=4)[C:22]3=[O:36])=[CH:35][CH:34]=2)=[O:32])[N:12]=[CH:13][CH:14]=1. The yield is 0.240. (5) The reactants are C[O:2][C:3](=[O:26])[C@:4](C1C=CC(Br)=CC=1)([NH:6][C:7]([C:9]1[N:10]=[CH:11][C:12]2[C:17]([CH:18]=1)=[CH:16][CH:15]=[CH:14][CH:13]=2)=[O:8])[CH3:5].[CH3:27][O:28][C:29]1[CH:34]=[CH:33][C:32](B(O)O)=[CH:31][CH:30]=1. No catalyst specified. The product is [CH:11]1[C:12]2[C:17](=[CH:16][CH:15]=[CH:14][CH:13]=2)[CH:18]=[C:9]([C:7]([NH:6][C@@H:4]([CH2:5][C:12]2[CH:17]=[CH:16][C:15]([C:32]3[CH:33]=[CH:34][C:29]([O:28][CH3:27])=[CH:30][CH:31]=3)=[CH:14][CH:13]=2)[C:3]([OH:2])=[O:26])=[O:8])[N:10]=1. The yield is 0.820. (6) The reactants are [F:1][C:2]1[C:32]([F:33])=[CH:31][C:5]2[NH:6][C:7]([CH2:9][CH:10]3[CH2:15][CH2:14][CH2:13][CH2:12][N:11]3[C:16]([C:18]3[N:19]=[C:20]([CH3:30])[S:21][C:22]=3[C:23]3[CH:28]=[CH:27][C:26]([F:29])=[CH:25][CH:24]=3)=[O:17])=[N:8][C:4]=2[CH:3]=1.[H-].[Na+].Br[CH2:37][CH2:38][OH:39].C(=O)([O-])[O-].[K+].[K+].C(N(CC)C(C)C)(C)C. The catalyst is CN(C=O)C. The product is [F:1][C:2]1[C:32]([F:33])=[CH:31][C:5]2[N:6]([CH2:37][CH2:38][OH:39])[C:7]([CH2:9][CH:10]3[CH2:15][CH2:14][CH2:13][CH2:12][N:11]3[C:16]([C:18]3[N:19]=[C:20]([CH3:30])[S:21][C:22]=3[C:23]3[CH:28]=[CH:27][C:26]([F:29])=[CH:25][CH:24]=3)=[O:17])=[N:8][C:4]=2[CH:3]=1. The yield is 0.290. (7) The reactants are [NH:1]1[CH2:6][CH2:5][CH:4]([CH2:7][NH:8][C:9](=[O:24])[C:10]2[CH:15]=[C:14]([C:16]([F:19])([F:18])[F:17])[CH:13]=[C:12]([C:20]([F:23])([F:22])[F:21])[CH:11]=2)[CH2:3][CH2:2]1.CCN(C(C)C)C(C)C.[Cl:34][CH2:35][C:36](Cl)=[O:37]. The catalyst is C(Cl)Cl. The product is [Cl:34][CH2:35][C:36]([N:1]1[CH2:6][CH2:5][CH:4]([CH2:7][NH:8][C:9](=[O:24])[C:10]2[CH:11]=[C:12]([C:20]([F:21])([F:22])[F:23])[CH:13]=[C:14]([C:16]([F:18])([F:19])[F:17])[CH:15]=2)[CH2:3][CH2:2]1)=[O:37]. The yield is 0.820. (8) The reactants are Cl[C:2]1[CH:7]=[CH:6][N:5]=[C:4]2[CH:8]=[C:9]([C:11]3[N:12]=[CH:13][N:14]([CH2:16][CH2:17][CH3:18])[CH:15]=3)[S:10][C:3]=12.[F:19][C:20]1[CH:25]=[C:24]([N+:26]([O-:28])=[O:27])[CH:23]=[CH:22][C:21]=1[OH:29].C(=O)([O-])[O-].[K+].[K+].CO.C(Cl)Cl. The catalyst is O(C1C=CC=CC=1)C1C=CC=CC=1. The product is [F:19][C:20]1[CH:25]=[C:24]([N+:26]([O-:28])=[O:27])[CH:23]=[CH:22][C:21]=1[O:29][C:2]1[CH:7]=[CH:6][N:5]=[C:4]2[CH:8]=[C:9]([C:11]3[N:12]=[CH:13][N:14]([CH2:16][CH2:17][CH3:18])[CH:15]=3)[S:10][C:3]=12. The yield is 0.850. (9) The reactants are [C:1]([C:3]1[CH:4]=[C:5]([N:9]2[CH2:14][C@@H:13]3[CH2:15][C@H:10]2[CH2:11][N:12]3[C:16]2[CH:24]=[CH:23][C:19]([C:20](O)=[O:21])=[CH:18][CH:17]=2)[CH:6]=[CH:7][CH:8]=1)#[N:2].F[P-](F)(F)(F)(F)F.N1(O[P+](N(C)C)(N(C)C)N(C)C)C2C=CC=CC=2N=N1.Cl.[NH2:53][OH:54]. The catalyst is N1C=CC=CC=1. The product is [C:1]([C:3]1[CH:4]=[C:5]([N:9]2[CH2:14][C@@H:13]3[CH2:15][C@H:10]2[CH2:11][N:12]3[C:16]2[CH:17]=[CH:18][C:19]([C:20]([NH:53][OH:54])=[O:21])=[CH:23][CH:24]=2)[CH:6]=[CH:7][CH:8]=1)#[N:2]. The yield is 0.910.